This data is from Full USPTO retrosynthesis dataset with 1.9M reactions from patents (1976-2016). The task is: Predict the reactants needed to synthesize the given product. (1) Given the product [CH3:11][O:12][C:13]1[CH:14]=[C:15]([CH:19]=[CH:20][C:21]=1[O:22][CH3:23])[CH2:16][N:17]([CH3:18])[C:2]1[CH:10]=[CH:9][C:5]([C:6]([OH:8])=[O:7])=[CH:4][N:3]=1, predict the reactants needed to synthesize it. The reactants are: Cl[C:2]1[CH:10]=[CH:9][C:5]([C:6]([OH:8])=[O:7])=[CH:4][N:3]=1.[CH3:11][O:12][C:13]1[CH:14]=[C:15]([CH:19]=[CH:20][C:21]=1[O:22][CH3:23])[CH2:16][NH:17][CH3:18].C(OCC)(=O)C. (2) Given the product [OH:24]/[CH:23]=[C:8]1\[C:7](=[O:12])[C@:6]2([C:13]3[CH:18]=[CH:17][CH:16]=[CH:15][CH:14]=3)[C@@H:11]([CH2:10][CH2:9]\1)[C@H:2]([CH3:1])[C:3]1([O:19][CH2:20][CH2:21][O:22]1)[CH2:4][CH2:5]2, predict the reactants needed to synthesize it. The reactants are: [CH3:1][C@H:2]1[C@H:11]2[C@@:6]([C:13]3[CH:18]=[CH:17][CH:16]=[CH:15][CH:14]=3)([C:7](=[O:12])[CH2:8][CH2:9][CH2:10]2)[CH2:5][CH2:4][C:3]21[O:22][CH2:21][CH2:20][O:19]2.[CH:23](OCC)=[O:24].CC(C)([O-])C.[K+].OP([O-])(O)=O.[K+].